Dataset: B-cell epitopes from IEDB database with 3,159 antigens for binding position prediction. Task: Token-level Classification. Given an antigen amino acid sequence, predict which amino acid positions are active epitope sites capable of antibody binding. Output is a list of indices for active positions. (1) Given the antigen sequence: TTATGESADPVTTTVENYGGETQVQRRHHTDVGFIMDRFVKINSLSPTHVIDLMHTHKHGIVGALLRAATYYFSDLEIVVRHDGNLTWVPNGAPEAALSNTSNPTAYNKAPFTRLALPYTAPHRVLATVYNGTSKYSASGSRRGDLGSLATRVATQLPASFNYGAIKAQAIHELLVRMKRAELYCPRPLLAMEVSSQDRYKQKIIAPAKQLL, which amino acid positions are active epitope sites? The epitope positions are: [89, 90, 91, 92, 93, 94, 95, 96, 97]. The amino acids at these positions are: PNGAPEAAL. (2) The epitope positions are: [25, 26, 27, 28, 29, 30, 31, 32, 33, 34, 35]. The amino acids at these positions are: RPWLVHPRHRY. Given the antigen sequence: MTYPRRRYRRRRHRPRGHLGQILRRRPWLVHPRHRYRWRRKNGTFNTRLSRTFGYTIKRTTVKTPSWAVDMMRFNINDFLPPGGGSNPRSVPFEYYRIRKVKVEFWPCSPITQGDRGVGSSAVILDDNFVTKATALTYDPYVNYSSRHTITQPFSYHSRYFTPKPVLDSTIDYFQPNNKRNQLWLRLQTAGNVDHVGLGTAFENSIYDQEYNIRVTMYVQFREFNLKDPPLNP, which amino acid positions are active epitope sites?